From a dataset of Full USPTO retrosynthesis dataset with 1.9M reactions from patents (1976-2016). Predict the reactants needed to synthesize the given product. (1) The reactants are: [CH3:1][O:2][C:3]1[CH:8]=[CH:7][C:6]([NH:9][C:10]2[CH:11]=[CH:12][C:13]([CH2:16][NH:17][C:18]([C@:20]3([NH:25][C:26]([C:28]4[CH:29]=[C:30]([NH:34]C(=O)OC(C)(C)C)[CH:31]=[N:32][CH:33]=4)=[O:27])[CH2:24][CH2:23][O:22][CH2:21]3)=[O:19])=[N:14][CH:15]=2)=[C:5]([C:42]([F:45])([F:44])[F:43])[CH:4]=1.Cl. Given the product [NH2:34][C:30]1[CH:31]=[N:32][CH:33]=[C:28]([CH:29]=1)[C:26]([NH:25][C@@:20]1([C:18](=[O:19])[NH:17][CH2:16][C:13]2[CH:12]=[CH:11][C:10]([NH:9][C:6]3[CH:7]=[CH:8][C:3]([O:2][CH3:1])=[CH:4][C:5]=3[C:42]([F:44])([F:45])[F:43])=[CH:15][N:14]=2)[CH2:24][CH2:23][O:22][CH2:21]1)=[O:27], predict the reactants needed to synthesize it. (2) Given the product [F:12][C:13]1[CH:18]=[CH:17][C:16]([N+:19]([O-:21])=[O:20])=[C:15]([CH:14]=1)[O:22][CH2:23][C:24]1([CH3:26])[CH2:25][O:6]1, predict the reactants needed to synthesize it. The reactants are: ClC1C=C(C=CC=1)C(OO)=[O:6].[F:12][C:13]1[CH:18]=[CH:17][C:16]([N+:19]([O-:21])=[O:20])=[C:15]([O:22][CH2:23][C:24]([CH3:26])=[CH2:25])[CH:14]=1.[OH-].[Na+]. (3) Given the product [CH2:1]([NH:3][C:4](=[O:5])[NH:6][C:7]1[CH:12]=[CH:11][C:10]([C:13]2[N:14]=[C:15]([N:23]3[CH2:28][CH2:27][O:26][CH2:25][C@@H:24]3[CH3:29])[C:16]3[CH2:22][N:21]([C:31]([O:33][CH:34]([CH3:36])[CH3:35])=[O:32])[CH2:20][CH2:19][C:17]=3[N:18]=2)=[CH:9][CH:8]=1)[CH3:2], predict the reactants needed to synthesize it. The reactants are: [CH2:1]([NH:3][C:4]([NH:6][C:7]1[CH:12]=[CH:11][C:10]([C:13]2[N:14]=[C:15]([N:23]3[CH2:28][CH2:27][O:26][CH2:25][C@@H:24]3[CH3:29])[C:16]3[CH2:22][NH:21][CH2:20][CH2:19][C:17]=3[N:18]=2)=[CH:9][CH:8]=1)=[O:5])[CH3:2].Cl[C:31]([O:33][CH:34]([CH3:36])[CH3:35])=[O:32]. (4) Given the product [ClH:1].[Cl:1][C:2]1[C:3]([N:8]2[CH:12]=[CH:11][C:10]([C:13]([NH:15][C:16]3[CH:17]=[CH:18][C:19]([C@@H:22]4[O:27][CH2:26][CH2:25][NH:24][CH2:23]4)=[CH:20][CH:21]=3)=[O:14])=[N:9]2)=[N:4][CH:5]=[CH:6][N:7]=1, predict the reactants needed to synthesize it. The reactants are: [Cl:1][C:2]1[C:3]([N:8]2[CH:12]=[CH:11][C:10]([C:13]([NH:15][C:16]3[CH:21]=[CH:20][C:19]([C@@H:22]4[O:27][CH2:26][CH2:25][N:24](C(OC(C)(C)C)=O)[CH2:23]4)=[CH:18][CH:17]=3)=[O:14])=[N:9]2)=[N:4][CH:5]=[CH:6][N:7]=1.Cl. (5) The reactants are: [F:1][C:2]1[CH:10]=[CH:9][C:5]([C:6]([NH2:8])=[O:7])=[CH:4][C:3]=1[C:11]([F:14])([F:13])[F:12].C(Cl)(=O)[C:16](Cl)=[O:17]. Given the product [F:1][C:2]1[CH:10]=[CH:9][C:5]([C:6]([N:8]=[C:16]=[O:17])=[O:7])=[CH:4][C:3]=1[C:11]([F:12])([F:13])[F:14], predict the reactants needed to synthesize it. (6) Given the product [C:1]([C:3]1[CH:4]=[C:5]2[N:11]=[C:10]([CH:12]([OH:32])[C:13]3[C:21]([O:22][CH3:23])=[CH:20][C:19]([CH3:24])=[C:18]4[C:14]=3[CH:15]=[CH:16][N:17]4[C:25]([O:27][C:28]([CH3:30])([CH3:29])[CH3:31])=[O:26])[NH:9][C:6]2=[N:7][CH:8]=1)#[N:2], predict the reactants needed to synthesize it. The reactants are: [C:1]([C:3]1[CH:4]=[C:5]2[N:11]=[C:10]([CH:12]([OH:32])[C:13]3[C:21]([O:22][CH3:23])=[CH:20][C:19]([CH3:24])=[C:18]4[C:14]=3[CH:15]=[CH:16][N:17]4[C:25]([O:27][C:28]([CH3:31])([CH3:30])[CH3:29])=[O:26])[N:9](COCC[Si](C)(C)C)[C:6]2=[N:7][CH:8]=1)#[N:2]. (7) Given the product [NH2:28][C:26](=[O:27])[CH2:25][C:21]1([NH:20][C:12]([C:10]2[CH:9]=[CH:8][C:7]([C:15]3([OH:19])[CH2:18][CH2:17][CH2:16]3)=[C:6]([O:5][CH2:4][CH:1]3[CH2:2][CH2:3]3)[N:11]=2)=[O:14])[CH2:24][O:23][CH2:22]1, predict the reactants needed to synthesize it. The reactants are: [CH:1]1([CH2:4][O:5][C:6]2[N:11]=[C:10]([C:12]([OH:14])=O)[CH:9]=[CH:8][C:7]=2[C:15]2([OH:19])[CH2:18][CH2:17][CH2:16]2)[CH2:3][CH2:2]1.[NH2:20][C:21]1([CH2:25][C:26]([NH2:28])=[O:27])[CH2:24][O:23][CH2:22]1.CCN(C(C)C)C(C)C. (8) Given the product [Br:15][C:12]1[CH:13]=[CH:14][C:9]([O:4][CH2:3][CH:2]([F:5])[F:1])=[N:10][CH:11]=1, predict the reactants needed to synthesize it. The reactants are: [F:1][CH:2]([F:5])[CH2:3][OH:4].[H-].[Na+].Br[C:9]1[CH:14]=[CH:13][C:12]([Br:15])=[CH:11][N:10]=1. (9) Given the product [Cl:1][C:2]1[C:7]([C:8]2[N:9]=[C:10]([N:20]3[CH2:21][CH2:22][O:23][CH2:24][CH2:25]3)[S:11][C:12]=2[C:13]2[CH:18]=[CH:17][N:16]=[C:15]([CH3:38])[N:14]=2)=[CH:6][CH:5]=[CH:4][C:3]=1[NH:26][S:27]([C:30]1[CH:35]=[C:34]([F:36])[CH:33]=[CH:32][C:31]=1[F:37])(=[O:29])=[O:28], predict the reactants needed to synthesize it. The reactants are: [Cl:1][C:2]1[C:7]([C:8]2[N:9]=[C:10]([N:20]3[CH2:25][CH2:24][O:23][CH2:22][CH2:21]3)[S:11][C:12]=2[C:13]2[CH:18]=[CH:17][N:16]=[C:15](Cl)[N:14]=2)=[CH:6][CH:5]=[CH:4][C:3]=1[NH:26][S:27]([C:30]1[CH:35]=[C:34]([F:36])[CH:33]=[CH:32][C:31]=1[F:37])(=[O:29])=[O:28].[CH3:38][Zn]C.C1(C)C=CC=CC=1.